This data is from Reaction yield outcomes from USPTO patents with 853,638 reactions. The task is: Predict the reaction yield, written as a fraction of the theoretical maximum amount of product (1.0 means a 100% yield; for example, 0.34 means a 34% yield). (1) The reactants are [Cl:1][C:2]1[CH:3]=[C:4]([C:9]2([C:14](O)=O)[CH2:13][CH2:12][CH2:11][CH2:10]2)[CH:5]=[CH:6][C:7]=1[Cl:8].[CH3:17][NH2:18]. No catalyst specified. The product is [Cl:1][C:2]1[CH:3]=[C:4]([C:9]2([CH2:14][NH:18][CH3:17])[CH2:13][CH2:12][CH2:11][CH2:10]2)[CH:5]=[CH:6][C:7]=1[Cl:8]. The yield is 0.490. (2) The reactants are [NH2:1][C:2]1[S:3][C:4]2[CH:10]=[C:9]([C:11]3[CH:12]=[C:13]([N:23]4[CH:28]=[CH:27][C:26](=[O:29])[NH:25][C:24]4=[O:30])[CH:14]=[C:15]([C:19]([CH3:22])([CH3:21])[CH3:20])[C:16]=3[O:17][CH3:18])[CH:8]=[CH:7][C:5]=2[N:6]=1.[CH3:31][S:32](Cl)(=[O:34])=[O:33].N1C=CC=CC=1. The catalyst is C(Cl)Cl. The product is [C:19]([C:15]1[C:16]([O:17][CH3:18])=[C:11]([C:9]2[CH:8]=[CH:7][C:5]3[N:6]=[C:2]([NH:1][S:32]([CH3:31])(=[O:34])=[O:33])[S:3][C:4]=3[CH:10]=2)[CH:12]=[C:13]([N:23]2[CH:28]=[CH:27][C:26](=[O:29])[NH:25][C:24]2=[O:30])[CH:14]=1)([CH3:22])([CH3:21])[CH3:20]. The yield is 0.0400. (3) The reactants are [C:1]([Si:5]([O:8][CH2:9][C:10]1[S:11][CH:12]=[C:13]([CH2:15][CH3:16])[CH:14]=1)([CH3:7])[CH3:6])([CH3:4])([CH3:3])[CH3:2].C([Li])CCC.CCCCCC.CN(C)[CH:30]=[O:31].[Cl-].[NH4+]. The catalyst is O1CCCC1.O. The product is [Si:5]([O:8][CH2:9][C:10]1[S:11][C:12]([CH:30]=[O:31])=[C:13]([CH2:15][CH3:16])[CH:14]=1)([C:1]([CH3:4])([CH3:3])[CH3:2])([CH3:7])[CH3:6]. The yield is 0.860. (4) The reactants are Cl[C:2]1[CH:7]=[C:6]([N:8]2[CH2:13][CH2:12][N:11]([C:14]([O:16][C:17]([CH3:20])([CH3:19])[CH3:18])=[O:15])[CH2:10][CH2:9]2)[N:5]2[N:21]=[CH:22][CH:23]=[C:4]2[N:3]=1.[CH3:24][O-:25].[Na+]. The catalyst is CO. The product is [CH3:24][O:25][C:2]1[CH:7]=[C:6]([N:8]2[CH2:13][CH2:12][N:11]([C:14]([O:16][C:17]([CH3:20])([CH3:19])[CH3:18])=[O:15])[CH2:10][CH2:9]2)[N:5]2[N:21]=[CH:22][CH:23]=[C:4]2[N:3]=1. The yield is 0.980. (5) The reactants are C1CCN2C(=NCCC2)CC1.[Cl:12][C:13]1[CH:18]=[CH:17][C:16]([CH2:19][C:20]#[N:21])=[CH:15][CH:14]=1.[CH2:22]([O:24][C:25](=[O:31])[C:26](OCC)=[O:27])[CH3:23].Cl. The catalyst is C(#N)C.C(OCC)(=O)C. The product is [Cl:12][C:13]1[CH:18]=[CH:17][C:16]([CH:19]([C:20]#[N:21])[C:26](=[O:27])[C:25]([O:24][CH2:22][CH3:23])=[O:31])=[CH:15][CH:14]=1. The yield is 0.540. (6) The reactants are [CH2:1]([O:3][C:4]([C:6]1[CH:7]=[C:8]2[C:13](=[CH:14][CH:15]=1)[NH:12][CH:11]([C:16]1[CH:21]=[C:20]([CH3:22])[CH:19]=[C:18](Br)[CH:17]=1)[C:10]([CH3:25])([CH3:24])[CH2:9]2)=[O:5])[CH3:2].[NH:26]1[CH2:31][CH2:30][O:29][CH2:28][CH2:27]1.CN(C)CC(O)=O.C(=O)([O-])[O-].[K+].[K+]. The catalyst is CS(C)=O.[Cu]I.C(OCC)(=O)C. The product is [CH2:1]([O:3][C:4]([C:6]1[CH:7]=[C:8]2[C:13](=[CH:14][CH:15]=1)[NH:12][CH:11]([C:16]1[CH:17]=[C:18]([N:26]3[CH2:31][CH2:30][O:29][CH2:28][CH2:27]3)[CH:19]=[C:20]([CH3:22])[CH:21]=1)[C:10]([CH3:25])([CH3:24])[CH2:9]2)=[O:5])[CH3:2]. The yield is 0.510. (7) The reactants are [CH3:1][C:2]1[C:6]([C:7]2[CH:8]=[CH:9][C:10]([CH3:17])=[C:11]([S:13](Cl)(=[O:15])=[O:14])[CH:12]=2)=[C:5]([CH3:18])[O:4][N:3]=1.[CH2:19]([O:25][CH2:26][CH2:27][NH2:28])[CH2:20][O:21][CH2:22][CH2:23][NH2:24]. The catalyst is N1C=CC=CC=1. The product is [CH2:19]([O:25][CH2:26][CH2:27][NH:28][S:13]([C:11]1[CH:12]=[C:7]([C:6]2[C:2]([CH3:1])=[N:3][O:4][C:5]=2[CH3:18])[CH:8]=[CH:9][C:10]=1[CH3:17])(=[O:14])=[O:15])[CH2:20][O:21][CH2:22][CH2:23][NH:24][S:13]([C:11]1[CH:12]=[C:7]([C:6]2[C:2]([CH3:1])=[N:3][O:4][C:5]=2[CH3:18])[CH:8]=[CH:9][C:10]=1[CH3:17])(=[O:15])=[O:14]. The yield is 0.170.